From a dataset of Reaction yield outcomes from USPTO patents with 853,638 reactions. Predict the reaction yield, written as a fraction of the theoretical maximum amount of product (1.0 means a 100% yield; for example, 0.34 means a 34% yield). The reactants are CCN(C(C)C)C(C)C.[CH2:10]([O:12][C:13]([C:15]1[CH:16]=[N:17][N:18]([C:20]2[NH:29][C:28](=[O:30])[C:27]3[C:22](=[CH:23][C:24]4[CH2:34][CH2:33][CH2:32][CH2:31][C:25]=4[CH:26]=3)[N:21]=2)[CH:19]=1)=[O:14])[CH3:11].C(OC(C1C=NN(C2NC(=O)C3C4CCCCC=4C=CC=3N=2)C=1)=O)C.Cl[CH2:61][O:62][CH2:63][CH2:64][O:65][CH3:66]. The catalyst is C1COCC1.CCOC(C)=O. The product is [CH2:10]([O:12][C:13]([C:15]1[CH:16]=[N:17][N:18]([C:20]2[N:29]([CH2:61][O:62][CH2:63][CH2:64][O:65][CH3:66])[C:28](=[O:30])[C:27]3[C:22](=[CH:23][C:24]4[CH2:34][CH2:33][CH2:32][CH2:31][C:25]=4[CH:26]=3)[N:21]=2)[CH:19]=1)=[O:14])[CH3:11]. The yield is 0.410.